Dataset: Catalyst prediction with 721,799 reactions and 888 catalyst types from USPTO. Task: Predict which catalyst facilitates the given reaction. (1) Reactant: Cl.[CH3:2][O:3][C:4]1[CH:9]=[CH:8][CH:7]=[CH:6][C:5]=1[NH:10][NH2:11].C(=O)([O-])[O-].[K+].[K+].C([O:20][CH:21]=[C:22]([C:28](OCC)=O)[C:23]([O:25][CH2:26][CH3:27])=[O:24])C. Product: [CH3:2][O:3][C:4]1[CH:9]=[CH:8][CH:7]=[CH:6][C:5]=1[N:10]1[C:21](=[O:20])[C:22]([C:23]([O:25][CH2:26][CH3:27])=[O:24])=[CH:28][NH:11]1. The catalyst class is: 6. (2) Product: [C:1]([NH:4][C@@H:5]1[C@@H:10]([NH:11][C:12]([O:14][C:15]([CH3:17])([CH3:18])[CH3:16])=[O:13])[CH2:9][C:8]([C:19]([OH:21])=[O:20])=[CH:7][C@H:6]1[O:24][CH:25]([CH2:28][CH3:29])[CH2:26][CH3:27])(=[O:3])[CH3:2]. Reactant: [C:1]([NH:4][C@@H:5]1[C@@H:10]([NH:11][C:12]([O:14][C:15]([CH3:18])([CH3:17])[CH3:16])=[O:13])[CH2:9][C:8]([C:19]([O:21]CC)=[O:20])=[CH:7][C@H:6]1[O:24][CH:25]([CH2:28][CH3:29])[CH2:26][CH3:27])(=[O:3])[CH3:2].[OH-].[Na+]. The catalyst class is: 83.